From a dataset of Forward reaction prediction with 1.9M reactions from USPTO patents (1976-2016). Predict the product of the given reaction. (1) Given the reactants [C:1]12([C:11]3[CH:22]=[CH:21][C:14]([O:15][CH:16]=[CH:17][C:18](O)=[O:19])=[CH:13][CH:12]=3)[CH2:10][CH:5]3[CH2:6][CH:7]([CH2:9][CH:3]([CH2:4]3)[CH2:2]1)[CH2:8]2.[CH3:23][O:24][C:25](=[O:33])[C:26]1[CH:31]=[CH:30][CH:29]=[C:28]([NH2:32])[CH:27]=1.CN(C(ON1N=NC2C=CC=NC1=2)=[N+](C)C)C.F[P-](F)(F)(F)(F)F.CCN(C(C)C)C(C)C, predict the reaction product. The product is: [CH3:23][O:24][C:25](=[O:33])[C:26]1[CH:31]=[CH:30][CH:29]=[C:28]([NH:32][C:18](=[O:19])/[CH:17]=[CH:16]/[O:15][C:14]2[CH:13]=[CH:12][C:11]([C:1]34[CH2:10][CH:5]5[CH2:6][CH:7]([CH2:9][CH:3]([CH2:4]5)[CH2:2]3)[CH2:8]4)=[CH:22][CH:21]=2)[CH:27]=1. (2) The product is: [Br:21][C:22]1[C:23]([CH3:39])=[C:24]([C:29]2[CH:34]=[CH:33][CH:32]=[C:31]([C:35]([F:38])([F:36])[F:37])[CH:30]=2)[C:25]([NH:28][C:12](=[O:14])[CH2:11][C:8]2[CH:7]=[CH:6][C:5]([S:2]([CH3:1])(=[O:3])=[O:4])=[CH:10][CH:9]=2)=[N:26][CH:27]=1. Given the reactants [CH3:1][S:2]([C:5]1[CH:10]=[CH:9][C:8]([CH2:11][C:12]([OH:14])=O)=[CH:7][CH:6]=1)(=[O:4])=[O:3].C(Cl)(=O)C(Cl)=O.[Br:21][C:22]1[C:23]([CH3:39])=[C:24]([C:29]2[CH:34]=[CH:33][CH:32]=[C:31]([C:35]([F:38])([F:37])[F:36])[CH:30]=2)[C:25]([NH2:28])=[N:26][CH:27]=1.C(N(CC)CC)C, predict the reaction product. (3) The product is: [C:1]([C:5]1[CH:10]=[CH:9][C:8]([S:11]([N:14]([C:15]2[CH:20]=[CH:19][C:18]([CH3:21])=[CH:17][CH:16]=2)[CH2:22][C:23]([N:28]([CH2:26][CH3:27])[CH2:29][C:30]2[CH:35]=[CH:34][CH:33]=[CH:32][N:31]=2)=[O:24])(=[O:13])=[O:12])=[CH:7][CH:6]=1)([CH3:3])([CH3:2])[CH3:4]. Given the reactants [C:1]([C:5]1[CH:10]=[CH:9][C:8]([S:11]([N:14]([CH2:22][C:23](O)=[O:24])[C:15]2[CH:20]=[CH:19][C:18]([CH3:21])=[CH:17][CH:16]=2)(=[O:13])=[O:12])=[CH:7][CH:6]=1)([CH3:4])([CH3:3])[CH3:2].[CH2:26]([NH:28][CH2:29][C:30]1[CH:35]=[CH:34][CH:33]=[CH:32][N:31]=1)[CH3:27], predict the reaction product.